This data is from Catalyst prediction with 721,799 reactions and 888 catalyst types from USPTO. The task is: Predict which catalyst facilitates the given reaction. (1) Reactant: [CH2:1]([O:8][C:9]([C:11]1[CH:38]=[CH:37][C:14]([O:15][C:16]2[C:21]([F:22])=[C:20]([F:23])[C:19]([C:24]3[C:29]([F:30])=[C:28]([F:31])[C:27](F)=[C:26]([F:33])[C:25]=3[F:34])=[C:18]([F:35])[C:17]=2[F:36])=[CH:13][CH:12]=1)=[O:10])[C:2]1[CH:7]=[CH:6][CH:5]=[CH:4][CH:3]=1.[N+:39]([C:42]1[CH:48]=[CH:47][C:45]([O-:46])=[CH:44][C:43]=1[O:49][CH2:50][C:51]1[CH:56]=[CH:55][CH:54]=[CH:53][CH:52]=1)([O-:41])=[O:40].[K+]. Product: [N+:39]([C:42]1[CH:48]=[CH:47][C:45]([O:46][C:27]2[C:26]([F:33])=[C:25]([F:34])[C:24]([C:19]3[C:18]([F:35])=[C:17]([F:36])[C:16]([O:15][C:14]4[CH:37]=[CH:38][C:11]([C:9]([O:8][CH2:1][C:2]5[CH:7]=[CH:6][CH:5]=[CH:4][CH:3]=5)=[O:10])=[CH:12][CH:13]=4)=[C:21]([F:22])[C:20]=3[F:23])=[C:29]([F:30])[C:28]=2[F:31])=[CH:44][C:43]=1[O:49][CH2:50][C:51]1[CH:52]=[CH:53][CH:54]=[CH:55][CH:56]=1)([O-:41])=[O:40]. The catalyst class is: 9. (2) Reactant: [CH:1]1([CH2:4][C:5](=[O:15])[CH2:6][C:7]2[CH:12]=[CH:11][N:10]=[C:9]([S:13][CH3:14])[N:8]=2)[CH2:3][CH2:2]1.C1C=C(Cl)C=C(C(OO)=[O:24])C=1. Product: [CH:1]1([CH2:4][C:5](=[O:15])[CH2:6][C:7]2[CH:12]=[CH:11][N:10]=[C:9]([S:13]([CH3:14])=[O:24])[N:8]=2)[CH2:3][CH2:2]1. The catalyst class is: 2. (3) Reactant: [C:1]([C:5]1[CH:6]=[C:7]([C:37](N2CCCCC2)=[O:38])[C:8]([O:35][CH3:36])=[C:9]([NH:11]C(=O)C(C2C3C(=CC=CC=3)C(OCCN3CCOCC3)=CC=2)=O)[CH:10]=1)([CH3:4])([CH3:3])[CH3:2].C(Cl)(=O)C(Cl)=[O:47].CCN(C(C)C)C(C)C.N1CCCCC1. Product: [NH2:11][C:9]1[C:8]([O:35][CH3:36])=[C:7]([CH:6]=[C:5]([C:1]([CH3:2])([CH3:3])[CH3:4])[CH:10]=1)[C:37]([OH:38])=[O:47]. The catalyst class is: 59. (4) The catalyst class is: 3. Product: [NH:3]1[C:4]2[CH:10]=[CH:9][CH:8]=[CH:7][C:5]=2[N:6]=[C:2]1[N:11]1[CH2:16][CH2:15][O:14][CH2:13][CH2:12]1. Reactant: Cl[C:2]1[NH:6][C:5]2[CH:7]=[CH:8][CH:9]=[CH:10][C:4]=2[N:3]=1.[NH:11]1[CH2:16][CH2:15][O:14][CH2:13][CH2:12]1. (5) Reactant: [O:1]1[CH2:6][CH2:5][CH:4]([CH2:7][OH:8])[CH2:3][CH2:2]1.C(Cl)Cl.[C:12]1([CH3:22])[CH:17]=[CH:16][C:15]([S:18](Cl)(=[O:20])=[O:19])=[CH:14][CH:13]=1. Product: [CH3:22][C:12]1[CH:17]=[CH:16][C:15]([S:18]([O:8][CH2:7][CH:4]2[CH2:5][CH2:6][O:1][CH2:2][CH2:3]2)(=[O:20])=[O:19])=[CH:14][CH:13]=1. The catalyst class is: 17.